This data is from Forward reaction prediction with 1.9M reactions from USPTO patents (1976-2016). The task is: Predict the product of the given reaction. (1) Given the reactants [OH:1][CH2:2][C@@H:3]([C@@H:5]([C@@H:7]([CH2:9][CH2:10][CH2:11][CH2:12][CH2:13][CH2:14][CH2:15][CH2:16][CH2:17][CH2:18][CH2:19][CH2:20][CH2:21][CH3:22])[OH:8])[OH:6])[NH2:4].CCN=C=NCCCN(C)C.[C:34](O)(=[O:52])[CH2:35][CH2:36][CH2:37][CH2:38][CH2:39][CH2:40][CH2:41][CH2:42][CH2:43][CH2:44][CH2:45][CH2:46][CH2:47][CH2:48][CH2:49][CH2:50][CH3:51], predict the reaction product. The product is: [C:34]([NH:4][C@H:3]([C@@H:5]([OH:6])[C@H:7]([OH:8])[CH2:9][CH2:10][CH2:11][CH2:12][CH2:13][CH2:14][CH2:15][CH2:16][CH2:17][CH2:18][CH2:19][CH2:20][CH2:21][CH3:22])[CH2:2][OH:1])(=[O:52])[CH2:35][CH2:36][CH2:37][CH2:38][CH2:39][CH2:40][CH2:41][CH2:42][CH2:43][CH2:44][CH2:45][CH2:46][CH2:47][CH2:48][CH2:49][CH2:50][CH3:51]. (2) The product is: [CH2:16]([O:23][C:24]1[S:28][N:27]=[C:26]([S:29][CH2:1][O:4][C:5](=[O:7])[CH3:6])[N:25]=1)[C:17]1[CH:18]=[CH:19][CH:20]=[CH:21][CH:22]=1. Given the reactants [C:1]([O:4][C:5](=[O:7])[CH3:6])(=O)C.N1C(C)=CC=CC=1C.[CH2:16]([O:23][C:24]1[S:28][N:27]=[C:26]([S:29](C)=O)[N:25]=1)[C:17]1[CH:22]=[CH:21][CH:20]=[CH:19][CH:18]=1.C(=O)([O-])O.[Na+], predict the reaction product. (3) The product is: [F:8][C:4]1[C:3]([N+:9]([O-:11])=[O:10])=[C:2]([CH:7]=[CH:6][CH:5]=1)[NH:12][C:13]1[CH:18]=[CH:17][CH:16]=[CH:15][CH:14]=1. Given the reactants F[C:2]1[CH:7]=[CH:6][CH:5]=[C:4]([F:8])[C:3]=1[N+:9]([O-:11])=[O:10].[NH2:12][C:13]1[CH:18]=[CH:17][CH:16]=[CH:15][CH:14]=1.CC(C)([O-])C.[K+].[Cl-].[NH4+], predict the reaction product. (4) The product is: [C:12]1([CH2:18][S:19]([N:22]2[CH2:26][CH2:25][CH2:24][C@H:23]2[C:27]#[N:29])(=[O:20])=[O:21])[CH:13]=[CH:14][CH:15]=[CH:16][CH:17]=1. Given the reactants CN(C=O)C.C(Cl)(=O)C(Cl)=O.[C:12]1([CH2:18][S:19]([N:22]2[CH2:26][CH2:25][CH2:24][C@H:23]2[C:27]([NH2:29])=O)(=[O:21])=[O:20])[CH:17]=[CH:16][CH:15]=[CH:14][CH:13]=1.N1C=CC=CC=1, predict the reaction product. (5) Given the reactants [CH3:1][S:2][C:3]1[CH:8]=[CH:7][C:6]([NH2:9])=[CH:5][C:4]=1[C:10]([F:13])([F:12])[F:11].[C:14]([O:18][C:19]([N:21]1[CH2:26][CH2:25][C:24](=O)[CH2:23][CH2:22]1)=[O:20])([CH3:17])([CH3:16])[CH3:15].C(O[BH-](OC(=O)C)OC(=O)C)(=O)C.[Na+], predict the reaction product. The product is: [C:14]([O:18][C:19]([N:21]1[CH2:26][CH2:25][CH:24]([NH:9][C:6]2[CH:7]=[CH:8][C:3]([S:2][CH3:1])=[C:4]([C:10]([F:11])([F:12])[F:13])[CH:5]=2)[CH2:23][CH2:22]1)=[O:20])([CH3:17])([CH3:15])[CH3:16]. (6) Given the reactants [CH:1]1([C:4]2[C:5]([N:24]([C:29]3[CH:34]=[CH:33][CH:32]=[C:31]([B:35]4[O:39]C(C)(C)C(C)(C)[O:36]4)[CH:30]=3)[S:25]([CH3:28])(=[O:27])=[O:26])=[CH:6][C:7]3[O:11][C:10]([C:12]4[CH:17]=[CH:16][C:15]([F:18])=[CH:14][CH:13]=4)=[C:9]([C:19]([NH:21][CH3:22])=[O:20])[C:8]=3[CH:23]=2)[CH2:3][CH2:2]1.C1(B(O)O)C=CC=CC=1.Cl, predict the reaction product. The product is: [CH:1]1([C:4]2[C:5]([N:24]([C:29]3[CH:30]=[C:31]([B:35]([OH:36])[OH:39])[CH:32]=[CH:33][CH:34]=3)[S:25]([CH3:28])(=[O:27])=[O:26])=[CH:6][C:7]3[O:11][C:10]([C:12]4[CH:17]=[CH:16][C:15]([F:18])=[CH:14][CH:13]=4)=[C:9]([C:19](=[O:20])[NH:21][CH3:22])[C:8]=3[CH:23]=2)[CH2:3][CH2:2]1. (7) Given the reactants [Cl:1][C:2]1[CH:7]=[C:6]2[NH:8][C:9](=[O:27])[C:10]3([CH:14]([CH2:15][C:16]([CH3:19])([CH3:18])[CH3:17])[CH2:13][NH:12][CH:11]3[C:20]3[CH:25]=[CH:24][CH:23]=[C:22]([Cl:26])[CH:21]=3)[C:5]2=[CH:4][CH:3]=1.C1(C)C=CC=CC=1.[C:35](Cl)([Cl:37])=[O:36].C([O-])(O)=O.[Na+], predict the reaction product. The product is: [Cl:1][C:2]1[CH:7]=[C:6]2[NH:8][C:9](=[O:27])[C:10]3([CH:14]([CH2:15][C:16]([CH3:17])([CH3:18])[CH3:19])[CH2:13][N:12]([C:35]([Cl:37])=[O:36])[CH:11]3[C:20]3[CH:25]=[CH:24][CH:23]=[C:22]([Cl:26])[CH:21]=3)[C:5]2=[CH:4][CH:3]=1. (8) Given the reactants [CH3:1][C:2]1[CH:9]=[CH:8][C:5]([CH2:6][NH2:7])=[CH:4][CH:3]=1.[CH3:10][O:11][C:12]1[C:30]([O:31][CH3:32])=[C:29]([O:33][CH3:34])[CH:28]=[CH:27][C:13]=1[C:14]([NH:16][CH2:17][CH2:18][N:19]1[CH:23]=[C:22]([C:24](O)=[O:25])[N:21]=[N:20]1)=[O:15], predict the reaction product. The product is: [CH3:1][C:2]1[CH:9]=[CH:8][C:5]([CH2:6][NH:7][C:24]([C:22]2[N:21]=[N:20][N:19]([CH2:18][CH2:17][NH:16][C:14](=[O:15])[C:13]3[CH:27]=[CH:28][C:29]([O:33][CH3:34])=[C:30]([O:31][CH3:32])[C:12]=3[O:11][CH3:10])[CH:23]=2)=[O:25])=[CH:4][CH:3]=1. (9) Given the reactants [Cl:1][C:2]1[N:11]=[CH:10][C:9]2[N:8]([CH3:12])[C:7](=[O:13])[C@H:6]([CH2:14][CH3:15])[N:5]([CH:16]3[CH2:20][CH2:19][CH2:18][CH2:17]3)[C:4]=2[N:3]=1.[CH:21]([N-]C(C)C)(C)[CH3:22].[Li+].C(I)C.[Cl-].[NH4+], predict the reaction product. The product is: [Cl:1][C:2]1[N:11]=[CH:10][C:9]2[N:8]([CH3:12])[C:7](=[O:13])[C:6]([CH2:21][CH3:22])([CH2:14][CH3:15])[N:5]([CH:16]3[CH2:20][CH2:19][CH2:18][CH2:17]3)[C:4]=2[N:3]=1.